From a dataset of Reaction yield outcomes from USPTO patents with 853,638 reactions. Predict the reaction yield, written as a fraction of the theoretical maximum amount of product (1.0 means a 100% yield; for example, 0.34 means a 34% yield). The reactants are [CH:1]([NH2:4])([CH3:3])[CH3:2].C[Al](C)C.C[O:10][C:11]([C:13]1[CH:18]=[N:17][C:16]([NH:19][CH2:20][C:21]2[C:22]([C:27]3[CH:32]=[CH:31][CH:30]=[CH:29][CH:28]=3)=[N:23][O:24][C:25]=2[CH3:26])=[CH:15][N:14]=1)=O.O. The catalyst is O1CCOCC1. The product is [CH:1]([NH:4][C:11]([C:13]1[CH:18]=[N:17][C:16]([NH:19][CH2:20][C:21]2[C:22]([C:27]3[CH:32]=[CH:31][CH:30]=[CH:29][CH:28]=3)=[N:23][O:24][C:25]=2[CH3:26])=[CH:15][N:14]=1)=[O:10])([CH3:3])[CH3:2]. The yield is 0.850.